Task: Predict the reaction yield, written as a fraction of the theoretical maximum amount of product (1.0 means a 100% yield; for example, 0.34 means a 34% yield).. Dataset: Reaction yield outcomes from USPTO patents with 853,638 reactions (1) The reactants are [CH3:1][C:2]1[S:3][C:4]2[CH:10]=[C:9]([S:11](Cl)(=[O:13])=[O:12])[CH:8]=[CH:7][C:5]=2[N:6]=1.[CH3:15][NH:16][CH3:17].C(N(CC)CC)C.CCCCCC. The catalyst is O1CCCC1.C(OCC)(=O)C. The product is [CH3:15][N:16]([CH3:17])[S:11]([C:9]1[CH:8]=[CH:7][C:5]2[N:6]=[C:2]([CH3:1])[S:3][C:4]=2[CH:10]=1)(=[O:13])=[O:12]. The yield is 0.930. (2) The reactants are C(OC([NH:11][N:12]([C:19](=[O:28])[C:20]1[CH:25]=[C:24]([CH3:26])[CH:23]=[C:22]([CH3:27])[CH:21]=1)[C:13]([CH3:18])([CH3:17])[CH2:14][O:15][CH3:16])=O)C1C=CC=CC=1.COC.C(Cl)Cl.[SiH](CC)(CC)CC.CCN(CC)CC. The catalyst is C([O-])(=O)C.[Pd+2].C([O-])(=O)C.CCCCCC.C(OCC)(=O)C. The product is [CH3:16][O:15][CH2:14][C:13]([N:12]([C:19](=[O:28])[C:20]1[CH:21]=[C:22]([CH3:27])[CH:23]=[C:24]([CH3:26])[CH:25]=1)[NH2:11])([CH3:18])[CH3:17]. The yield is 0.800. (3) The reactants are [CH:1]1([N:4]2[C:13]3[C:8](=[CH:9][C:10]([F:25])=[C:11]([N:16]4[CH2:21][CH2:20][CH:19]([NH2:22])[C:18]([CH3:24])([CH3:23])[CH2:17]4)[C:12]=3[O:14][CH3:15])[C:7](=[O:26])[C:6]([C:27]([OH:29])=[O:28])=[CH:5]2)[CH2:3][CH2:2]1.[CH3:30][S:31]([OH:34])(=[O:33])=[O:32]. The catalyst is C(O)(C)C. The product is [CH3:30][S:31]([OH:34])(=[O:33])=[O:32].[CH:1]1([N:4]2[C:13]3[C:8](=[CH:9][C:10]([F:25])=[C:11]([N:16]4[CH2:21][CH2:20][CH:19]([NH2:22])[C:18]([CH3:24])([CH3:23])[CH2:17]4)[C:12]=3[O:14][CH3:15])[C:7](=[O:26])[C:6]([C:27]([OH:29])=[O:28])=[CH:5]2)[CH2:3][CH2:2]1. The yield is 0.840.